This data is from Forward reaction prediction with 1.9M reactions from USPTO patents (1976-2016). The task is: Predict the product of the given reaction. (1) Given the reactants [Cl:1][C:2]1[N:7]=[C:6](S(C)=O)[N:5]=[C:4]2[N:11]([C:16]3[C:21]([F:22])=[CH:20][CH:19]=[CH:18][C:17]=3[F:23])[C:12](=O)[NH:13][CH2:14][C:3]=12.[N:24]1([CH:30]2[CH2:35][CH2:34][NH:33][CH2:32][CH2:31]2)[CH2:29][CH2:28][CH2:27][CH2:26][CH2:25]1.C(N(CC)C(C)C)(C)C, predict the reaction product. The product is: [N:24]1([CH:30]2[CH2:35][CH2:34][N:33]([C:6]3[N:5]=[C:4]4[N:11]([C:16]5[C:21]([F:22])=[CH:20][CH:19]=[CH:18][C:17]=5[F:23])[CH2:12][NH:13][CH2:14][C:3]4=[C:2]([Cl:1])[N:7]=3)[CH2:32][CH2:31]2)[CH2:29][CH2:28][CH2:27][CH2:26][CH2:25]1. (2) Given the reactants [CH3:1][O:2][C:3](=[O:12])[C:4]1[CH:9]=[CH:8][C:7]([Br:10])=[C:6]([OH:11])[CH:5]=1.C([O-])([O-])=O.[K+].[K+].I[CH2:20][CH2:21][O:22][Si:23]([CH:30]([CH3:32])[CH3:31])([CH:27]([CH3:29])[CH3:28])[CH:24]([CH3:26])[CH3:25], predict the reaction product. The product is: [CH3:1][O:2][C:3](=[O:12])[C:4]1[CH:9]=[CH:8][C:7]([Br:10])=[C:6]([O:11][CH2:20][CH2:21][O:22][Si:23]([CH:27]([CH3:28])[CH3:29])([CH:24]([CH3:26])[CH3:25])[CH:30]([CH3:31])[CH3:32])[CH:5]=1. (3) Given the reactants Cl.[Cl:2][C:3]1[CH:8]=[CH:7][C:6]([CH:9]([CH2:13][C:14]2[CH:19]=[CH:18][C:17]([Cl:20])=[CH:16][CH:15]=2)[CH:10]([NH2:12])[CH3:11])=[CH:5][CH:4]=1.[O:21]1[C:25]2[CH:26]=[CH:27][CH:28]=[CH:29][C:24]=2[CH:23]=[C:22]1[C:30](O)=[O:31].C1CN([P+](ON2N=NC3C=CC=CC2=3)(N2CCCC2)N2CCCC2)CC1.F[P-](F)(F)(F)(F)F.C(N(CC)CC)C, predict the reaction product. The product is: [Cl:2][C:3]1[CH:8]=[CH:7][C:6]([CH:9]([CH2:13][C:14]2[CH:15]=[CH:16][C:17]([Cl:20])=[CH:18][CH:19]=2)[CH:10]([NH:12][C:30]([C:22]2[O:21][C:25]3[CH:26]=[CH:27][CH:28]=[CH:29][C:24]=3[CH:23]=2)=[O:31])[CH3:11])=[CH:5][CH:4]=1.